Dataset: Reaction yield outcomes from USPTO patents with 853,638 reactions. Task: Predict the reaction yield, written as a fraction of the theoretical maximum amount of product (1.0 means a 100% yield; for example, 0.34 means a 34% yield). (1) The reactants are [CH2:1]([OH:8])[C:2]1[CH:7]=[CH:6][CH:5]=[CH:4][CH:3]=1.Cl[S:10]([N:13]=[C:14]=[O:15])(=[O:12])=[O:11].[CH3:16][CH:17]1[CH2:22][CH2:21][CH:20]([NH2:23])[CH2:19][CH2:18]1.Cl. The catalyst is ClCCl.C(OCC)(=O)C.N1C=CC=CC=1. The product is [CH3:16][CH:17]1[CH2:22][CH2:21][CH:20]([NH:23][S:10]([NH:13][C:14](=[O:15])[O:8][CH2:1][C:2]2[CH:7]=[CH:6][CH:5]=[CH:4][CH:3]=2)(=[O:12])=[O:11])[CH2:19][CH2:18]1. The yield is 0.720. (2) The reactants are [N:1]([CH2:4][CH2:5][NH:6][C:7](=[O:21])[CH2:8][CH2:9][CH2:10][CH2:11][CH2:12][CH2:13]CCCCCCC)=[N+:2]=[N-:3].[I:22]C1C=CC=CC=1C(Cl)=O.N(CCN)=[N+]=[N-].C(N(CC)CC)C. The catalyst is ClCCl. The product is [N:1]([CH2:4][CH2:5][NH:6][C:7](=[O:21])[C:8]1[CH:9]=[CH:10][CH:11]=[CH:12][C:13]=1[I:22])=[N+:2]=[N-:3]. The yield is 0.740. (3) The reactants are [NH2:1][C:2]1[CH:3]=[CH:4][C:5]([NH:18][CH2:19][CH:20]2[CH2:25][CH2:24][N:23](C(OC(C)(C)C)=O)[CH2:22][CH2:21]2)=[C:6]([CH:17]=1)[C:7]([NH:9][C:10]1[CH:15]=[CH:14][C:13]([Cl:16])=[CH:12][N:11]=1)=[O:8].C(N(C(C)C)[CH:36]([CH3:38])[CH3:37])C.[CH3:42][S:43](Cl)(=[O:45])=[O:44]. The catalyst is ClCCl.C(#N)C. The product is [Cl:16][C:13]1[CH:14]=[CH:15][C:10]([NH:9][C:7](=[O:8])[C:6]2[CH:17]=[C:2]([NH:1][S:43]([CH3:42])(=[O:45])=[O:44])[CH:3]=[CH:4][C:5]=2[NH:18][CH2:19][CH:20]2[CH2:21][CH2:22][N:23]([CH:36]([CH3:38])[CH3:37])[CH2:24][CH2:25]2)=[N:11][CH:12]=1. The yield is 0.560. (4) The reactants are [Cl:1][C:2]1[CH:7]=[C:6]([C:8]([F:11])([F:10])[F:9])[N:5]=[C:4]([C:12]2[CH:17]=[CH:16][CH:15]=[CH:14][N:13]=2)[N:3]=1.[F:18][C:19]([F:29])([F:28])[O:20][C:21]1[CH:22]=[C:23]([CH:25]=[CH:26][CH:27]=1)[NH2:24].Cl. The catalyst is O.C(O)C. The product is [ClH:1].[F:18][C:19]([F:28])([F:29])[O:20][C:21]1[CH:22]=[C:23]([CH:25]=[CH:26][CH:27]=1)[NH:24][C:2]1[CH:7]=[C:6]([C:8]([F:11])([F:10])[F:9])[N:5]=[C:4]([C:12]2[CH:17]=[CH:16][CH:15]=[CH:14][N:13]=2)[N:3]=1. The yield is 0.590.